From a dataset of Forward reaction prediction with 1.9M reactions from USPTO patents (1976-2016). Predict the product of the given reaction. Given the reactants [Cl:1][C:2]1[CH:7]=[CH:6][CH:5]=[C:4](I)[CH:3]=1.[CH2:9]([O:11][C:12]([N:14]1[CH2:19][CH2:18][N:17]([C:20]([CH3:24])([CH3:23])[C:21]#[CH:22])[CH2:16][CH2:15]1)=[O:13])[CH3:10].[CH2:25](N(CC)CC)[CH3:26], predict the reaction product. The product is: [CH2:9]([O:11][C:12]([N:14]1[CH2:15][CH2:16][N:17]([C:20]([CH3:23])([CH3:24])[C:21]#[C:22][C:4]2[CH:5]=[CH:6][CH:7]=[C:2]([Cl:1])[CH:3]=2)[CH2:18][CH:19]1[CH2:25][CH3:26])=[O:13])[CH3:10].